From a dataset of Forward reaction prediction with 1.9M reactions from USPTO patents (1976-2016). Predict the product of the given reaction. (1) Given the reactants [CH3:1][C:2]([NH2:7])([CH:4]([CH3:6])[CH3:5])[CH3:3].[S:8](Cl)([C:11]1[CH:17]=[CH:16][C:14]([CH3:15])=[CH:13][CH:12]=1)(=[O:10])=[O:9], predict the reaction product. The product is: [S:8]([NH:7][C:2]([CH3:3])([CH:4]([CH3:6])[CH3:5])[CH3:1])([C:11]1[CH:17]=[CH:16][C:14]([CH3:15])=[CH:13][CH:12]=1)(=[O:10])=[O:9]. (2) Given the reactants [H-].[H-].[H-].[H-].[Li+].[Al+3].C(OC(=O)[CH2:13][N:14]1[CH2:18][CH2:17][CH:16]([C:19]2[CH:24]=[CH:23][C:22]([S:25]([C:28]3[CH:33]=[CH:32][CH:31]=[C:30]([OH:34])[CH:29]=3)(=[O:27])=[O:26])=[CH:21][C:20]=2[CH3:35])[CH2:15]1)(C)(C)C.[O-]S([O-])(=O)=O.[Na+].[Na+], predict the reaction product. The product is: [CH3:35][C:20]1[CH:21]=[C:22]([S:25]([C:28]2[CH:29]=[C:30]([OH:34])[CH:31]=[CH:32][CH:33]=2)(=[O:27])=[O:26])[CH:23]=[CH:24][C:19]=1[CH:16]1[CH2:17][CH2:18][N:14]([CH3:13])[CH2:15]1. (3) The product is: [Cl:33][C:34]1[CH:35]=[C:36]([CH:40]=[CH:41][C:42]=1[Cl:43])[C:37]([NH:17][C:14]1[CH:15]=[CH:16][C:11]([O:10][C:9]2[CH:8]=[CH:7][C:6]([CH2:20][CH2:21][C:22]([O:24][CH2:25][CH3:26])=[O:23])=[CH:5][C:4]=2[O:3][CH2:1][CH3:2])=[N:12][CH:13]=1)=[O:38]. Given the reactants [CH2:1]([O:3][C:4]1[CH:5]=[C:6]([CH2:20][CH2:21][C:22]([O:24][CH2:25][CH3:26])=[O:23])[CH:7]=[CH:8][C:9]=1[O:10][C:11]1[CH:16]=[CH:15][C:14]([N+:17]([O-])=O)=[CH:13][N:12]=1)[CH3:2].N1C=CC=CC=1.[Cl:33][C:34]1[CH:35]=[C:36]([CH:40]=[CH:41][C:42]=1[Cl:43])[C:37](Cl)=[O:38].Cl, predict the reaction product. (4) Given the reactants [CH2:1]([C:3]1[O:4][C:5]2[C:15]([N:16]=1)=[CH:14][C:8]1[CH2:9][CH2:10][NH:11][CH2:12][CH2:13][C:7]=1[CH:6]=2)[CH3:2].[Cl:17][CH2:18][CH2:19][CH2:20][S:21][C:22]1[N:26]([CH3:27])[C:25]([C:28]2[CH:33]=[CH:32][C:31]([C:34]([F:37])([F:36])[F:35])=[CH:30][CH:29]=2)=[N:24][N:23]=1, predict the reaction product. The product is: [ClH:17].[CH2:1]([C:3]1[O:4][C:5]2[C:15]([N:16]=1)=[CH:14][C:8]1[CH2:9][CH2:10][N:11]([CH2:18][CH2:19][CH2:20][S:21][C:22]3[N:26]([CH3:27])[C:25]([C:28]4[CH:33]=[CH:32][C:31]([C:34]([F:37])([F:35])[F:36])=[CH:30][CH:29]=4)=[N:24][N:23]=3)[CH2:12][CH2:13][C:7]=1[CH:6]=2)[CH3:2]. (5) Given the reactants C([N:8]([CH2:19][CH2:20][C:21]1[CH:26]=[CH:25][C:24]([S:27]([C:30]2[CH:31]=[C:32]([CH:42]=[CH:43][CH:44]=2)[O:33][C:34]([CH3:41])([CH3:40])[C:35]([O:37][CH2:38][CH3:39])=[O:36])(=[O:29])=[O:28])=[CH:23][CH:22]=1)[CH2:9][C@@H:10]([C:12]1[CH:17]=[CH:16][CH:15]=[C:14]([Cl:18])[CH:13]=1)[OH:11])C1C=CC=CC=1.[H][H], predict the reaction product. The product is: [Cl:18][C:14]1[CH:13]=[C:12]([C@@H:10]([OH:11])[CH2:9][NH:8][CH2:19][CH2:20][C:21]2[CH:26]=[CH:25][C:24]([S:27]([C:30]3[CH:31]=[C:32]([CH:42]=[CH:43][CH:44]=3)[O:33][C:34]([CH3:41])([CH3:40])[C:35]([O:37][CH2:38][CH3:39])=[O:36])(=[O:28])=[O:29])=[CH:23][CH:22]=2)[CH:17]=[CH:16][CH:15]=1.